Dataset: Reaction yield outcomes from USPTO patents with 853,638 reactions. Task: Predict the reaction yield, written as a fraction of the theoretical maximum amount of product (1.0 means a 100% yield; for example, 0.34 means a 34% yield). (1) The reactants are [CH3:1][C:2]1[C:8]([N+:9]([O-:11])=[O:10])=[CH:7][CH:6]=[CH:5][C:3]=1[NH2:4].[N:12]([O-])=O.[Na+]. The catalyst is C(O)(=O)C.O. The product is [N+:9]([C:8]1[CH:7]=[CH:6][CH:5]=[C:3]2[C:2]=1[CH:1]=[N:12][NH:4]2)([O-:11])=[O:10]. The yield is 0.810. (2) The reactants are [Cl:1][C:2]1[CH:20]=[CH:19][CH:18]=[C:17]([Cl:21])[C:3]=1[CH2:4][N:5]1[C:10](=[O:11])[CH2:9][NH:8][C:7]2[N:12]=[CH:13][C:14](I)=[CH:15][C:6]1=2.[N:22]1([CH:27]2[CH2:32][CH2:31][N:30]([C:33]([C:35]3[CH:40]=[CH:39][C:38](B4OC(C)(C)C(C)(C)O4)=[CH:37][CH:36]=3)=[O:34])[CH2:29][CH2:28]2)[CH2:26][CH2:25][CH2:24][CH2:23]1. No catalyst specified. The product is [Cl:1][C:2]1[CH:20]=[CH:19][CH:18]=[C:17]([Cl:21])[C:3]=1[CH2:4][N:5]1[C:10](=[O:11])[CH2:9][NH:8][C:7]2[N:12]=[CH:13][C:14]([C:38]3[CH:39]=[CH:40][C:35]([C:33]([N:30]4[CH2:29][CH2:28][CH:27]([N:22]5[CH2:23][CH2:24][CH2:25][CH2:26]5)[CH2:32][CH2:31]4)=[O:34])=[CH:36][CH:37]=3)=[CH:15][C:6]1=2. The yield is 0.350. (3) The reactants are [CH:1]1([NH:7][C:8]2[C:9]3[CH:19]=[CH:18][N:17]([S:20]([C:23]4[CH:29]=[CH:28][C:26]([CH3:27])=[CH:25][CH:24]=4)(=[O:22])=[O:21])[C:10]=3[N:11]=[CH:12][C:13]=2[N+:14]([O-])=O)[CH2:6][CH2:5][CH2:4][CH2:3][CH2:2]1.O.O.[Sn](Cl)Cl. The catalyst is CCO. The product is [CH2:4]1[CH2:5][CH2:6][CH:1]([NH:7][C:8]2[C:13]([NH2:14])=[CH:12][N:11]=[C:10]3[N:17]([S:20]([C:23]4[CH:29]=[CH:28][C:26]([CH3:27])=[CH:25][CH:24]=4)(=[O:21])=[O:22])[CH:18]=[CH:19][C:9]=23)[CH2:2][CH2:3]1. The yield is 0.790. (4) The reactants are [C:1]([O:5][C:6](=[O:18])[NH:7][CH2:8][CH2:9][CH2:10][CH2:11][N:12]1[CH2:17][CH2:16][NH:15][CH2:14][CH2:13]1)([CH3:4])([CH3:3])[CH3:2].[I-].[Na+].C(=O)([O-])[O-].[K+].[K+].[CH2:27]([O:29][C:30](=[O:36])[CH2:31][CH2:32][CH2:33][CH2:34]Br)[CH3:28]. The catalyst is CC(C)=O. The product is [CH2:27]([O:29][C:30](=[O:36])[CH2:31][CH2:32][CH2:33][CH2:34][N:15]1[CH2:16][CH2:17][N:12]([CH2:11][CH2:10][CH2:9][CH2:8][NH:7][C:6]([O:5][C:1]([CH3:4])([CH3:2])[CH3:3])=[O:18])[CH2:13][CH2:14]1)[CH3:28]. The yield is 0.560. (5) The reactants are [OH:1][C:2]1[N:6]([C:7]2[CH:12]=[C:11]([C:13]#[N:14])[CH:10]=[CH:9][N:8]=2)[N:5]=[CH:4][CH:3]=1.[F:15][C:16]1[CH:23]=[CH:22][C:19]([CH2:20]O)=[CH:18][CH:17]=1.C1C=CC(P(C2C=CC=CC=2)C2C=CC=CC=2)=CC=1.CN(C(/N=N/C(N(C)C)=O)=O)C. The catalyst is C1COCC1. The product is [F:15][C:16]1[CH:23]=[CH:22][C:19]([CH2:20][O:1][C:2]2[N:6]([C:7]3[CH:12]=[C:11]([C:13]#[N:14])[CH:10]=[CH:9][N:8]=3)[N:5]=[CH:4][CH:3]=2)=[CH:18][CH:17]=1. The yield is 0.130. (6) The reactants are [N:1]12[CH2:8][CH2:7][C:4]([C:9]([C:17]3[CH:22]=[CH:21][CH:20]=[CH:19][CH:18]=3)([C:11]3[CH:16]=[CH:15][CH:14]=[CH:13][CH:12]=3)[OH:10])([CH2:5][CH2:6]1)[CH2:3][CH2:2]2.[C:23]1([O:29][CH2:30][CH2:31][CH2:32][Br:33])[CH:28]=[CH:27][CH:26]=[CH:25][CH:24]=1. The catalyst is CC#N. The product is [Br-:33].[OH:10][C:9]([C:17]1[CH:22]=[CH:21][CH:20]=[CH:19][CH:18]=1)([C:11]1[CH:12]=[CH:13][CH:14]=[CH:15][CH:16]=1)[C:4]12[CH2:5][CH2:6][N+:1]([CH2:32][CH2:31][CH2:30][O:29][C:23]3[CH:28]=[CH:27][CH:26]=[CH:25][CH:24]=3)([CH2:2][CH2:3]1)[CH2:8][CH2:7]2. The yield is 0.860. (7) The reactants are [C:1]([Si:5]([CH3:17])([CH3:16])[O:6][CH:7]1[C:12]2[CH:13]=[CH:14][O:15][C:11]=2[CH2:10][CH2:9][CH2:8]1)([CH3:4])([CH3:3])[CH3:2].C([Li])CCC.CN(C)[CH:25]=[O:26].[Cl-].[NH4+]. The catalyst is O1CCCC1.CCCCCC.O. The product is [Si:5]([O:6][CH:7]1[C:12]2[CH:13]=[C:14]([CH:25]=[O:26])[O:15][C:11]=2[CH2:10][CH2:9][CH2:8]1)([C:1]([CH3:4])([CH3:3])[CH3:2])([CH3:17])[CH3:16]. The yield is 0.940. (8) The product is [CH:17]([S:20][C:7]1[CH:15]=[CH:14][C:10]([C:11]([OH:13])=[O:12])=[CH:9][C:8]=1[CH3:16])([CH3:19])[CH3:18]. The catalyst is C1COCC1.[OH-].[Na+]. The yield is 0.180. The reactants are C([Li])CCC.Br[C:7]1[CH:15]=[CH:14][C:10]([C:11]([OH:13])=[O:12])=[CH:9][C:8]=1[CH3:16].[CH:17]([S:20]SCCC)([CH3:19])[CH3:18].Cl.